This data is from Reaction yield outcomes from USPTO patents with 853,638 reactions. The task is: Predict the reaction yield, written as a fraction of the theoretical maximum amount of product (1.0 means a 100% yield; for example, 0.34 means a 34% yield). The reactants are [CH3:1][S:2]([N:5]1[CH2:9][C@H:8]([S:10]CC2C=CC(OC)=CC=2)[CH2:7][C@H:6]1[CH2:20][O:21][C:22]1[CH:27]=[CH:26][CH:25]=[CH:24][CH:23]=1)(=[O:4])=[O:3].C([SiH](CC)CC)C. No catalyst specified. The product is [CH3:1][S:2]([N:5]1[C@H:6]([CH2:20][O:21][C:22]2[CH:23]=[CH:24][CH:25]=[CH:26][CH:27]=2)[CH2:7][C@@H:8]([SH:10])[CH2:9]1)(=[O:3])=[O:4]. The yield is 0.540.